This data is from Experimentally validated miRNA-target interactions with 360,000+ pairs, plus equal number of negative samples. The task is: Binary Classification. Given a miRNA mature sequence and a target amino acid sequence, predict their likelihood of interaction. (1) The miRNA is hsa-miR-7160-5p with sequence UGCUGAGGUCCGGGCUGUGCC. The protein sequence of the target gene is MALQADFDRAAEDVRKLKARPDDGELKELYGLYKQAIVGDINIACPGMLDLKGKAKWEAWNLKKGLSTEDATSAYISKAKELIEKYGI. Result: 1 (interaction). (2) The miRNA is mmu-miR-881-3p with sequence AACUGUGUCUUUUCUGAAUAGA. The protein sequence of the target gene is MASRGVVGIFFLSAVPLVCLELRRGIPDIGIKDFLLLCGRILLLLALLTLIISVTTSWLNSFKSPQVYLKEEEEKNEKRQKLVRKKQQEAQGEKASRYIENVLKPHQEMKLRKLEERFYQMTGEAWKLSSGHKLGGDEGTSQTSFETSNREAAKSQNLPKPLTEFPSPAEQPTCKEIPDLPEEPSQTAEEVVTVALRCPSGNVLRRRFLKSYSSQVLFDWMTRIGYHISLYSLSTSFPRRPLAVEGGQSLEDIGITVDTVLILEEKEQTN. Result: 0 (no interaction). (3) The miRNA is hsa-miR-4743-3p with sequence UUUCUGUCUUUUCUGGUCCAG. The protein sequence of the target gene is MAQAVWSRLGRILWLACLLPWAPAGVAAGLYELNLTTDSPATTGAVVTISASLVAKDNGSLALPADAHLYRFHWIHTPLVLTGKMEKGLSSTIRVVGHVPGEFPVSVWVTAADCWMCQPVARGFVVLPITEFLVGDLVVTQNTSLPWPSSYLTKTVLKVSFLLHDPSNFLKTALFLYSWDFGDGTQMVTEDSVVYYNYSIIGTFTVKLKVVAEWEEVEPDATRAVKQKTGDFSASLKLQETLRGIQVLGPTLIQTFQKMTVTLNFLGSPPLTVCWRLKPECLPLEEGECHPVSVASTAYN.... Result: 1 (interaction).